Dataset: Catalyst prediction with 721,799 reactions and 888 catalyst types from USPTO. Task: Predict which catalyst facilitates the given reaction. (1) Reactant: [C:1]([C:3]1[N:7]([CH3:8])[C:6]([C:9]([C:11]2[CH:16]=[CH:15][CH:14]=[CH:13][CH:12]=2)=[O:10])=[N:5][CH:4]=1)#[CH:2].[BH4-].[Na+].O. The catalyst class is: 5. Product: [C:1]([C:3]1[N:7]([CH3:8])[C:6]([CH:9]([C:11]2[CH:16]=[CH:15][CH:14]=[CH:13][CH:12]=2)[OH:10])=[N:5][CH:4]=1)#[CH:2]. (2) Reactant: [C:1]([O:5][C:6]([N:8]([CH2:25][CH2:26][C:27]1[CH:32]=[CH:31][C:30]([O:33][C:34]([F:37])([F:36])[F:35])=[CH:29][CH:28]=1)[C:9]1[N:14]=[C:13]([O:15][CH3:16])[N:12]=[C:11](OS(C(F)(F)F)(=O)=O)[CH:10]=1)=[O:7])([CH3:4])([CH3:3])[CH3:2].[CH2:38]([O:40][C:41](=[O:49])[CH2:42][N:43]1[CH2:48][CH2:47][NH:46][CH2:45][CH2:44]1)[CH3:39]. Product: [CH2:38]([O:40][C:41](=[O:49])[CH2:42][N:43]1[CH2:48][CH2:47][N:46]([C:11]2[CH:10]=[C:9]([N:8]([C:6]([O:5][C:1]([CH3:4])([CH3:3])[CH3:2])=[O:7])[CH2:25][CH2:26][C:27]3[CH:32]=[CH:31][C:30]([O:33][C:34]([F:35])([F:36])[F:37])=[CH:29][CH:28]=3)[N:14]=[C:13]([O:15][CH3:16])[N:12]=2)[CH2:45][CH2:44]1)[CH3:39]. The catalyst class is: 2. (3) Product: [F:1][C:2]1[CH:7]=[C:6]([I:8])[CH:5]=[CH:4][C:3]=1[NH:9][C:10]1[N:15]([CH3:16])[C:14](=[O:17])[C:13]2[CH2:18][CH2:19][CH2:20][C:12]=2[C:11]=1[C:21]([NH2:28])=[O:23]. Reactant: [F:1][C:2]1[CH:7]=[C:6]([I:8])[CH:5]=[CH:4][C:3]=1[NH:9][C:10]1[N:15]([CH3:16])[C:14](=[O:17])[C:13]2[CH2:18][CH2:19][CH2:20][C:12]=2[C:11]=1[C:21]([OH:23])=O.[NH4+].[Cl-].CC[N:28]=C=NCCCN(C)C.C1C=CC2N(O)N=NC=2C=1.CCN(C(C)C)C(C)C. The catalyst class is: 18. (4) Reactant: [S:1]1[C:5]2[CH2:6][NH:7][CH2:8][CH2:9][C:10](=[O:11])[C:4]=2[CH:3]=[CH:2]1.[BH4-].[Na+]. Product: [S:1]1[C:5]2[CH2:6][NH:7][CH2:8][CH2:9][CH:10]([OH:11])[C:4]=2[CH:3]=[CH:2]1. The catalyst class is: 5. (5) Reactant: [NH2:1][C:2]1[O:3][CH2:4][C@@:5]2([C:19]3[C:14](=[N:15][CH:16]=[C:17]([Br:20])[CH:18]=3)[O:13][C:12]3[C:7]2=[CH:8][C:9]([OH:21])=[CH:10][CH:11]=3)[N:6]=1.CN(C=O)C.C(=O)([O-])[O-].[Cs+].[Cs+].[CH2:33](I)[C:34]([CH3:37])([CH3:36])[CH3:35]. Product: [Br:20][C:17]1[CH:18]=[C:19]2[C@@:5]3([CH2:4][O:3][C:2]([NH2:1])=[N:6]3)[C:7]3[C:12](=[CH:11][CH:10]=[C:9]([O:21][CH2:33][C:34]([CH3:37])([CH3:36])[CH3:35])[CH:8]=3)[O:13][C:14]2=[N:15][CH:16]=1. The catalyst class is: 84.